Dataset: Catalyst prediction with 721,799 reactions and 888 catalyst types from USPTO. Task: Predict which catalyst facilitates the given reaction. (1) Reactant: [Cl:1][C:2]1[CH:3]=[CH:4][C:5]2[C:11](=O)[CH2:10][CH2:9][C:8](=[O:13])[NH:7][C:6]=2[CH:14]=1.[CH:15]1([N:21]([C:23]2[CH:33]=[CH:32][C:26]([C:27]([O:29][CH2:30][CH3:31])=[O:28])=[CH:25][CH:24]=2)N)[CH2:20][CH2:19][CH2:18][CH2:17][CH2:16]1.S(=O)(=O)(O)O.O. Product: [Cl:1][C:2]1[CH:3]=[CH:4][C:5]2[C:11]3[N:21]([CH:15]4[CH2:20][CH2:19][CH2:18][CH2:17][CH2:16]4)[C:23]4[C:24]([C:10]=3[CH2:9][C:8](=[O:13])[NH:7][C:6]=2[CH:14]=1)=[CH:25][C:26]([C:27]([O:29][CH2:30][CH3:31])=[O:28])=[CH:32][CH:33]=4. The catalyst class is: 15. (2) The catalyst class is: 8. Reactant: [Cl:1][C:2]1[CH:3]=[C:4]([CH:9]2[C:17]3[C:12](=[CH:13][CH:14]=[CH:15][CH:16]=3)[C:11](=O)[CH2:10]2)[CH:5]=[C:6]([Cl:8])[CH:7]=1.C(=O)([O-])[O-].[K+].[K+].Cl.[OH:26][NH2:27].O. Product: [Cl:1][C:2]1[CH:3]=[C:4]([CH:9]2[C:17]3[C:12](=[CH:13][CH:14]=[CH:15][CH:16]=3)[C:11](=[N:27][OH:26])[CH2:10]2)[CH:5]=[C:6]([Cl:8])[CH:7]=1. (3) Reactant: [NH2:1][C@H:2]([CH2:5][CH3:6])[CH2:3][OH:4].Br[CH2:8][CH2:9][CH2:10][CH2:11]Br.C([O-])([O-])=O.[K+].[K+]. Product: [N:1]1([C@H:2]([CH2:5][CH3:6])[CH2:3][OH:4])[CH2:11][CH2:10][CH2:9][CH2:8]1. The catalyst class is: 23. (4) Reactant: [Cl:1][C:2]1[N:3]=[CH:4][NH:5][C:6]=1[Cl:7].[OH-:8].[K+].[Br:10][CH:11]([CH2:15][CH2:16][CH3:17])[C:12]([OH:14])=[O:13]. Product: [Br-:10].[C:12]([CH2:11][CH2:15][CH2:16][CH2:17][N:3]1[C:2]([Cl:1])=[C:6]([Cl:7])[N+:5]([CH2:17][CH2:16][CH2:15][CH2:11][C:12]([OH:13])=[O:8])=[CH:4]1)([OH:14])=[O:13]. The catalyst class is: 10. (5) Reactant: [CH2:1]([O:8][C:9]([N:11]1[CH2:16][CH2:15][C:14](=[O:17])[CH2:13][CH2:12]1)=[O:10])[C:2]1[CH:7]=[CH:6][CH:5]=[CH:4][CH:3]=1.C[Li].[CH2:20](OCC)C.N1(C([O-])=O)CCC(=O)CC1.[Cl-].[NH4+]. Product: [CH2:1]([O:8][C:9]([N:11]1[CH2:16][CH2:15][C:14]([OH:17])([CH3:20])[CH2:13][CH2:12]1)=[O:10])[C:2]1[CH:7]=[CH:6][CH:5]=[CH:4][CH:3]=1. The catalyst class is: 7. (6) Reactant: [F:1][C:2]1[CH:7]=[CH:6][C:5]([CH2:8][C:9]2[CH:10]=[C:11]([NH:20][C:21](=O)[C:22](F)(F)F)[C:12]([C:15]([O:17][CH2:18][CH3:19])=[O:16])=[N:13][CH:14]=2)=[CH:4][CH:3]=1.C(=O)([O-])[O-].[Cs+].[Cs+].ICC[CH2:36][S:37]([N:40]1[CH2:44][CH2:43][CH2:42][CH2:41]1)(=[O:39])=[O:38]. Product: [F:1][C:2]1[CH:7]=[CH:6][C:5]([CH2:8][C:9]2[CH:10]=[C:11]([NH:20][CH2:21][CH2:22][CH2:36][S:37]([N:40]3[CH2:44][CH2:43][CH2:42][CH2:41]3)(=[O:39])=[O:38])[C:12]([C:15]([O:17][CH2:18][CH3:19])=[O:16])=[N:13][CH:14]=2)=[CH:4][CH:3]=1. The catalyst class is: 885. (7) Reactant: Br[C:2]1[N:6]([CH3:7])[CH:5]=[N:4][C:3]=1[C:8]1[N:13]=[CH:12][C:11]2[N:14]=[N:15][N:16](COCC[Si](C)(C)C)[C:10]=2[CH:9]=1.[F:25][C:26]1[CH:31]=[CH:30][C:29](B(O)O)=[CH:28][CH:27]=1.C([O-])([O-])=O.[Na+].[Na+]. Product: [F:25][C:26]1[CH:31]=[CH:30][C:29]([C:2]2[N:6]([CH3:7])[CH:5]=[N:4][C:3]=2[C:8]2[N:13]=[CH:12][C:11]3[N:14]=[N:15][NH:16][C:10]=3[CH:9]=2)=[CH:28][CH:27]=1. The catalyst class is: 75.